This data is from TCR-epitope binding with 47,182 pairs between 192 epitopes and 23,139 TCRs. The task is: Binary Classification. Given a T-cell receptor sequence (or CDR3 region) and an epitope sequence, predict whether binding occurs between them. (1) The epitope is TEKSNIIRGW. The TCR CDR3 sequence is CAWSVLFGGRSYEQYF. Result: 0 (the TCR does not bind to the epitope). (2) The epitope is FLLNKEMYL. The TCR CDR3 sequence is CASSSLGGGRGINSPLHF. Result: 0 (the TCR does not bind to the epitope). (3) The epitope is IVTDFSVIK. The TCR CDR3 sequence is CASSEDRHTGELFF. Result: 1 (the TCR binds to the epitope). (4) The epitope is HTTDPSFLGRY. The TCR CDR3 sequence is CATSSVSRANTGELFF. Result: 0 (the TCR does not bind to the epitope).